The task is: Predict the product of the given reaction.. This data is from Forward reaction prediction with 1.9M reactions from USPTO patents (1976-2016). (1) Given the reactants [Br:1][C:2]1[CH:3]=[CH:4][C:5]([CH2:8]O)=[N:6][CH:7]=1.C1(P(C2C=CC=CC=2)C2C=CC=CC=2)C=CC=CC=1.[Br:29]N1C(=O)CCC1=O, predict the reaction product. The product is: [Br:1][C:2]1[CH:3]=[CH:4][C:5]([CH2:8][Br:29])=[N:6][CH:7]=1. (2) Given the reactants Cl.[OH:2][C:3]1[CH:8]=[CH:7][C:6]([C:9]2[N:14]=[C:13]3[N:15]([CH2:19][CH:20]4[CH2:24][CH2:23][CH2:22][NH:21]4)[C:16](=[O:18])[NH:17][C:12]3=[N:11][CH:10]=2)=[CH:5][CH:4]=1.Cl, predict the reaction product. The product is: [OH:2][C:3]1[CH:4]=[CH:5][C:6]([C:9]2[N:14]=[C:13]3[N:15]([CH2:19][CH:20]4[CH2:24][CH2:23][CH2:22][NH:21]4)[C:16](=[O:18])[NH:17][C:12]3=[N:11][CH:10]=2)=[CH:7][CH:8]=1. (3) Given the reactants [F:1][C:2]1[CH:20]=[CH:19][CH:18]=[C:17]([F:21])[C:3]=1[CH2:4][O:5][C:6]1[C:7]([N+:14]([O-])=O)=[N:8][CH:9]=[C:10]([O:12][CH3:13])[CH:11]=1.Cl, predict the reaction product. The product is: [F:1][C:2]1[CH:20]=[CH:19][CH:18]=[C:17]([F:21])[C:3]=1[CH2:4][O:5][C:6]1[C:7]([NH2:14])=[N:8][CH:9]=[C:10]([O:12][CH3:13])[CH:11]=1. (4) Given the reactants FC(F)(F)C([NH:5][CH2:6][C:7]1[CH:12]=[CH:11][C:10]([F:13])=[C:9]([CH:14]2[CH2:19][CH2:18][N:17]([C:20]([C:22]3[C:30]4[C:25](=[CH:26][CH:27]=[CH:28][C:29]=4[C:31]4[CH:36]=[CH:35][N:34]=[CH:33][CH:32]=4)[N:24]([CH2:37][CH2:38][O:39][CH3:40])[CH:23]=3)=[O:21])[CH2:16][CH2:15]2)[CH:8]=1)=O.[OH-].[Na+], predict the reaction product. The product is: [NH2:5][CH2:6][C:7]1[CH:12]=[CH:11][C:10]([F:13])=[C:9]([CH:14]2[CH2:19][CH2:18][N:17]([C:20]([C:22]3[C:30]4[C:25](=[CH:26][CH:27]=[CH:28][C:29]=4[C:31]4[CH:32]=[CH:33][N:34]=[CH:35][CH:36]=4)[N:24]([CH2:37][CH2:38][O:39][CH3:40])[CH:23]=3)=[O:21])[CH2:16][CH2:15]2)[CH:8]=1. (5) Given the reactants [CH3:1][C:2]1[N:7]2[N:8]=[C:9]([CH:11]=[O:12])[N:10]=[C:6]2[N:5]=[C:4]2[CH2:13][CH2:14][CH2:15][C:3]=12.[N+:16]([C:19]1[CH:37]=[CH:36][C:22]([CH2:23][O:24][C:25]([C:27]2[N:28]3[C@H:31]([S:32][CH:33]=2)[C@@H:30]([Br:34])[C:29]3=[O:35])=[O:26])=[CH:21][CH:20]=1)([O-:18])=[O:17].[Mg+2].[Br-].[Br-].[O:41](CC)[CH2:42][CH3:43].C(OC(=O)C)(=O)C, predict the reaction product. The product is: [C:42]([O:12][CH:11]([C:9]1[N:10]=[C:6]2[N:7]=[C:2]([CH3:1])[C:3]3[CH2:15][CH2:14][CH2:13][C:4]=3[N:5]2[N:8]=1)[C:30]1([Br:34])[C:29](=[O:35])[N:28]2[C@@H:31]1[S:32][CH:33]=[C:27]2[C:25]([O:24][CH2:23][C:22]1[CH:36]=[CH:37][C:19]([N+:16]([O-:18])=[O:17])=[CH:20][CH:21]=1)=[O:26])(=[O:41])[CH3:43]. (6) Given the reactants [CH3:1][OH:2].[Na].Cl[C:5]1[CH:6]=[C:7]([C@@H:15]([CH2:31][CH:32]2[CH2:36][CH2:35][CH2:34][CH2:33]2)[C:16](NC2C=CN(CCC(=O)N(C)C)N=2)=[O:17])[CH:8]=[CH:9][C:10]=1[S:11]([CH3:14])(=[O:13])=[O:12].[OH2:37], predict the reaction product. The product is: [CH:32]1([CH2:31][C@H:15]([C:7]2[CH:8]=[CH:9][C:10]([S:11]([CH3:14])(=[O:12])=[O:13])=[C:5]([O:2][CH3:1])[CH:6]=2)[C:16]([OH:17])=[O:37])[CH2:33][CH2:34][CH2:35][CH2:36]1. (7) Given the reactants Br[C:2]1[S:3][CH:4]=[C:5]([CH2:7][N:8]([C:15]2[CH:20]=[CH:19][C:18]([F:21])=[CH:17][CH:16]=2)[C:9](=[O:14])[C:10]([CH3:13])([CH3:12])[CH3:11])[N:6]=1.[N:22]1[CH:27]=[CH:26][CH:25]=[N:24][C:23]=1[N:28]1[CH2:33][CH2:32][NH:31][CH2:30][CH2:29]1, predict the reaction product. The product is: [F:21][C:18]1[CH:19]=[CH:20][C:15]([N:8]([CH2:7][C:5]2[N:6]=[C:2]([N:31]3[CH2:32][CH2:33][N:28]([C:23]4[N:22]=[CH:27][CH:26]=[CH:25][N:24]=4)[CH2:29][CH2:30]3)[S:3][CH:4]=2)[C:9](=[O:14])[C:10]([CH3:13])([CH3:12])[CH3:11])=[CH:16][CH:17]=1.